This data is from Reaction yield outcomes from USPTO patents with 853,638 reactions. The task is: Predict the reaction yield, written as a fraction of the theoretical maximum amount of product (1.0 means a 100% yield; for example, 0.34 means a 34% yield). (1) The yield is 0.650. The catalyst is C1COCC1. The product is [CH3:14][O:15][C:16]1[CH:23]=[CH:22][C:19]([CH2:20][N:1]2[CH:5]=[CH:4][CH:3]=[C:2]2[CH:6]=[O:7])=[CH:18][CH:17]=1. The reactants are [NH:1]1[CH:5]=[CH:4][CH:3]=[C:2]1[CH:6]=[O:7].CC([O-])(C)C.[K+].[CH3:14][O:15][C:16]1[CH:23]=[CH:22][C:19]([CH2:20]Cl)=[CH:18][CH:17]=1.[Cl-].[NH4+]. (2) The product is [NH2:21][CH2:20][CH:17]1[CH2:16][CH2:15][CH:14]([N:13]([CH:11]([CH3:8])[CH3:29])[CH:6]=[O:1])[CH2:19][CH2:18]1. The reactants are [O:1]1[CH2:6]COCC1.Cl.[CH:8]([C:11]([NH:13][CH:14]1[CH2:19][CH2:18][CH:17]([CH2:20][NH:21]C(=O)OC(C)(C)C)[CH2:16][CH2:15]1)=O)(C)C.[CH3:29]COCC. No catalyst specified. The yield is 1.00. (3) The reactants are [CH2:1]([N:8]1[CH2:13][CH2:12][N:11]([C:14](=[O:36])[C@@H:15]([NH:23][CH2:24][C:25]2[CH:30]=[CH:29][C:28]([CH2:31][CH2:32][CH2:33][CH2:34][CH3:35])=[CH:27][CH:26]=2)[CH2:16][C:17]2[CH:22]=[CH:21][CH:20]=[CH:19][CH:18]=2)[CH2:10][CH2:9]1)[C:2]1[CH:7]=[CH:6][CH:5]=[CH:4][CH:3]=1.[CH3:37][O:38][C:39]1[CH:49]=[CH:48][C:42](/[CH:43]=[CH:44]/[C:45](O)=[O:46])=[CH:41][CH:40]=1. No catalyst specified. The product is [CH2:16]([C@H:15]([N:23]([CH2:24][C:25]1[CH:26]=[CH:27][C:28]([CH2:31][CH2:32][CH2:33][CH2:34][CH3:35])=[CH:29][CH:30]=1)[C:45](=[O:46])[CH:44]=[CH:43][C:42]1[CH:48]=[CH:49][C:39]([O:38][CH3:37])=[CH:40][CH:41]=1)[C:14]([N:11]1[CH2:10][CH2:9][N:8]([CH2:1][C:2]2[CH:7]=[CH:6][CH:5]=[CH:4][CH:3]=2)[CH2:13][CH2:12]1)=[O:36])[C:17]1[CH:22]=[CH:21][CH:20]=[CH:19][CH:18]=1. The yield is 0.480. (4) The product is [CH3:1][C:2]1[CH:7]=[C:6]([CH:5]=[C:4]([N+:9]([O-:11])=[O:10])[CH:3]=1)[C:8]([OH:12])=[O:18]. The reactants are [CH3:1][C:2]1[CH:3]=[C:4]([N+:9]([O-:11])=[O:10])[CH:5]=[C:6]([CH3:8])[CH:7]=1.[O-:12][Mn](=O)(=O)=O.[K+].[OH2:18]. The yield is 0.400. The catalyst is N1C=CC=CC=1. (5) The reactants are [Br:1][C:2]1[CH:3]=[CH:4][C:5](F)=[N:6][CH:7]=1.[CH3:9][C:10]1([CH2:21][OH:22])[O:14][C:13]2=[N:15][C:16]([N+:18]([O-:20])=[O:19])=[CH:17][N:12]2[CH2:11]1.[H-].[Na+].C(=O)=O.CC(C)=O. The catalyst is CN(C=O)C. The product is [Br:1][C:2]1[CH:3]=[CH:4][C:5]([O:22][CH2:21][C:10]2([CH3:9])[O:14][C:13]3=[N:15][C:16]([N+:18]([O-:20])=[O:19])=[CH:17][N:12]3[CH2:11]2)=[N:6][CH:7]=1. The yield is 0.360. (6) The reactants are [OH:1][C:2]1[CH:11]=[C:10]2[C:5]([C:6](=[O:20])[CH:7]([C:12]3[CH:17]=[CH:16][C:15]([O:18][CH3:19])=[CH:14][CH:13]=3)[CH2:8][O:9]2)=[CH:4][CH:3]=1.[C:21](OC(=O)C)(=[O:23])[CH3:22].N1C=CC=CC=1. The catalyst is O. The product is [C:21]([O:1][C:2]1[CH:11]=[C:10]2[C:5]([C:6](=[O:20])[C:7]([C:12]3[CH:17]=[CH:16][C:15]([O:18][CH3:19])=[CH:14][CH:13]=3)=[CH:8][O:9]2)=[CH:4][CH:3]=1)(=[O:23])[CH3:22]. The yield is 0.910. (7) The reactants are [Cl:1][C:2]1[C:3]2[CH:13]=[CH:12][CH:11]=[CH:10][C:4]=2[S:5][C:6]=1[C:7](O)=[O:8].[H-].[H-].[H-].[H-].[Li+].[Al+3]. The catalyst is C1COCC1. The product is [Cl:1][C:2]1[C:3]2[CH:13]=[CH:12][CH:11]=[CH:10][C:4]=2[S:5][C:6]=1[CH2:7][OH:8]. The yield is 0.460. (8) The reactants are [F:1][C:2]1[CH:3]=[C:4](B(O)O)[C:5]([O:8][CH3:9])=[CH:6][CH:7]=1.[N+:13]([C:16]1[CH:21]=[CH:20][CH:19]=[CH:18][C:17]=1Br)([O-:15])=[O:14].C(N(CC)CC)C. The catalyst is C([O-])(=O)C.[Pd+2].C([O-])(=O)C.C1(P(C2C=CC=CC=2)C2C=CC=CC=2)C=CC=CC=1.CN(C)C=O. The product is [N+:13]([C:16]1[CH:21]=[CH:20][CH:19]=[CH:18][C:17]=1[C:4]1[CH:3]=[C:2]([F:1])[CH:7]=[CH:6][C:5]=1[O:8][CH3:9])([O-:15])=[O:14]. The yield is 0.860. (9) The reactants are [CH2:1]([N:8]1[C:12](=[O:13])[CH2:11][CH2:10][C@H:9]1[C:14]([OH:16])=O)[C:2]1[CH:7]=[CH:6][CH:5]=[CH:4][CH:3]=1.[C:17]([O:21][C:22](=[O:33])[C@H:23]([CH2:25][C:26]1[CH:31]=[CH:30][C:29]([OH:32])=[CH:28][CH:27]=1)[NH2:24])([CH3:20])([CH3:19])[CH3:18].F[P-](F)(F)(F)(F)F.N1(O[P+](N(C)C)(N(C)C)N(C)C)C2C=CC=CC=2N=N1.C(N(CC)CC)C. The catalyst is CN(C=O)C.C(OCC)(=O)C. The product is [C:17]([O:21][C:22](=[O:33])[C@H:23]([CH2:25][C:26]1[CH:31]=[CH:30][C:29]([OH:32])=[CH:28][CH:27]=1)[NH:24][C:14](=[O:16])[C@@H:9]1[CH2:10][CH2:11][C:12](=[O:13])[N:8]1[CH2:1][C:2]1[CH:3]=[CH:4][CH:5]=[CH:6][CH:7]=1)([CH3:20])([CH3:18])[CH3:19]. The yield is 0.930. (10) The reactants are [CH2:1]([N:8]1[C:13](=[O:14])[C:12](Cl)=[C:11]([Cl:16])[CH:10]=[N:9]1)[C:2]1[CH:7]=[CH:6][CH:5]=[CH:4][CH:3]=1.[Cl:17][C:18]1[CH:23]=[CH:22][C:21](B(O)O)=[CH:20][CH:19]=1.C([O-])([O-])=O.[Na+].[Na+].O. The catalyst is C1(C)C=CC=CC=1.C1C=CC([P]([Pd]([P](C2C=CC=CC=2)(C2C=CC=CC=2)C2C=CC=CC=2)([P](C2C=CC=CC=2)(C2C=CC=CC=2)C2C=CC=CC=2)[P](C2C=CC=CC=2)(C2C=CC=CC=2)C2C=CC=CC=2)(C2C=CC=CC=2)C2C=CC=CC=2)=CC=1. The product is [CH2:1]([N:8]1[C:13](=[O:14])[C:12]([C:21]2[CH:22]=[CH:23][C:18]([Cl:17])=[CH:19][CH:20]=2)=[C:11]([Cl:16])[CH:10]=[N:9]1)[C:2]1[CH:7]=[CH:6][CH:5]=[CH:4][CH:3]=1. The yield is 0.300.